This data is from Full USPTO retrosynthesis dataset with 1.9M reactions from patents (1976-2016). The task is: Predict the reactants needed to synthesize the given product. (1) Given the product [CH:33]([C:17]1[CH:18]=[C:19]([CH2:22][C:23]([O:25][C:26]([CH3:29])([CH3:28])[CH3:27])=[O:24])[S:20][CH:21]=1)=[O:32], predict the reactants needed to synthesize it. The reactants are: BrC1C(C)=CC(C)=CC=1C.C([Li])CCC.Br[C:17]1[CH:18]=[C:19]([CH2:22][C:23]([O:25][C:26]([CH3:29])([CH3:28])[CH3:27])=[O:24])[S:20][CH:21]=1.[Cl-].[NH4+].[O:32]1CCC[CH2:33]1. (2) Given the product [CH2:1]([O:3][C:4](=[O:26])[C:5]([C:6](=[O:7])[C:8]1[CH:13]=[C:12]([CH2:14][C:15]2[CH:20]=[CH:19][CH:18]=[C:17]([Cl:21])[C:16]=2[F:22])[C:11]([O:23][CH3:24])=[CH:10][C:9]=1[F:25])=[CH:29][N:30]([CH3:32])[CH3:31])[CH3:2], predict the reactants needed to synthesize it. The reactants are: [CH2:1]([O:3][C:4](=[O:26])[CH2:5][C:6]([C:8]1[CH:13]=[C:12]([CH2:14][C:15]2[CH:20]=[CH:19][CH:18]=[C:17]([Cl:21])[C:16]=2[F:22])[C:11]([O:23][CH3:24])=[CH:10][C:9]=1[F:25])=[O:7])[CH3:2].CO[CH:29](OC)[N:30]([CH3:32])[CH3:31]. (3) The reactants are: C(O[C:4](=[O:21])[CH2:5][C:6]([CH:8]1[CH2:13][CH2:12][N:11]([C:14]([O:16][C:17]([CH3:20])([CH3:19])[CH3:18])=[O:15])[CH2:10][CH2:9]1)=O)C.[F:22][C:23]1[CH:28]=[CH:27][C:26]([C:29]2[N:34]=[C:33]3[NH:35][N:36]=[C:37]([NH2:38])[C:32]3=[C:31]([C:39]([F:42])([F:41])[F:40])[CH:30]=2)=[CH:25][CH:24]=1.P([O-])([O-])([O-])=O.[K+].[K+].[K+]. Given the product [F:22][C:23]1[CH:28]=[CH:27][C:26]([C:29]2[CH:30]=[C:31]([C:39]([F:40])([F:41])[F:42])[C:32]3[C:33]([N:34]=2)=[N:35][N:36]2[C:6]([CH:8]4[CH2:9][CH2:10][N:11]([C:14]([O:16][C:17]([CH3:18])([CH3:19])[CH3:20])=[O:15])[CH2:12][CH2:13]4)=[CH:5][C:4](=[O:21])[NH:38][C:37]=32)=[CH:25][CH:24]=1, predict the reactants needed to synthesize it. (4) Given the product [CH3:1][O:2][C:3]1[CH:4]=[C:5]([CH:36]=[CH:37][CH:38]=1)[CH2:6][N:7]1[C:15]2[C:14](=[O:16])[N:13]([CH3:17])[C:12](=[O:18])[N:11]([CH3:19])[C:10]=2[N:9]=[C:8]1[O:20][C:21]1[CH:26]=[CH:25][C:24]([C:40]2[CH:45]=[CH:44][CH:43]=[CH:42][N:41]=2)=[CH:23][CH:22]=1, predict the reactants needed to synthesize it. The reactants are: [CH3:1][O:2][C:3]1[CH:4]=[C:5]([CH:36]=[CH:37][CH:38]=1)[CH2:6][N:7]1[C:15]2[C:14](=[O:16])[N:13]([CH3:17])[C:12](=[O:18])[N:11]([CH3:19])[C:10]=2[N:9]=[C:8]1[O:20][C:21]1[CH:26]=[CH:25][C:24](B2OC(C)(C)C(C)(C)O2)=[CH:23][CH:22]=1.Br[C:40]1[CH:45]=[CH:44][CH:43]=[CH:42][N:41]=1.C(=O)([O-])[O-].[Cs+].[Cs+].